From a dataset of Full USPTO retrosynthesis dataset with 1.9M reactions from patents (1976-2016). Predict the reactants needed to synthesize the given product. (1) Given the product [CH:31]1([C:34]([NH:1][C:2]2[CH:23]=[CH:22][C:5]([O:6][C:7]3[C:12]([C:13]([OH:15])=[O:14])=[CH:11][N:10]=[C:9]([C:16]4[CH:17]=[N:18][CH:19]=[CH:20][CH:21]=4)[N:8]=3)=[CH:4][CH:3]=2)=[O:35])[CH2:33][CH2:32]1, predict the reactants needed to synthesize it. The reactants are: [NH2:1][C:2]1[CH:23]=[CH:22][C:5]([O:6][C:7]2[C:12]([C:13]([OH:15])=[O:14])=[CH:11][N:10]=[C:9]([C:16]3[CH:17]=[N:18][CH:19]=[CH:20][CH:21]=3)[N:8]=2)=[CH:4][CH:3]=1.CCN(CC)CC.[CH:31]1([C:34](Cl)=[O:35])[CH2:33][CH2:32]1.O. (2) Given the product [I:1][C:2]1[CH:3]=[CH:4][C:5]([CH2:8][C:9]([O:11][CH3:16])=[O:10])=[CH:6][CH:7]=1, predict the reactants needed to synthesize it. The reactants are: [I:1][C:2]1[CH:7]=[CH:6][C:5]([CH2:8][C:9]([OH:11])=[O:10])=[CH:4][CH:3]=1.O=S(Cl)Cl.[CH3:16]O. (3) Given the product [Br:19][C:2]1[CH:3]=[C:4]([CH:8]=[C:9]([C:11]([O:13][CH3:14])=[O:12])[CH:10]=1)[C:5]([OH:7])=[O:6], predict the reactants needed to synthesize it. The reactants are: N[C:2]1[CH:3]=[C:4]([CH:8]=[C:9]([C:11]([O:13][CH3:14])=[O:12])[CH:10]=1)[C:5]([OH:7])=[O:6].N([O-])=O.[Na+].[BrH:19]. (4) The reactants are: [Br:1][C:2]1[CH:3]=[C:4]([C:9](OC)=[O:10])[CH:5]=[N:6][C:7]=1[CH3:8].CC(C[AlH]CC(C)C)C.C(C(C(C([O-])=O)O)O)([O-])=O. Given the product [Br:1][C:2]1[CH:3]=[C:4]([CH2:9][OH:10])[CH:5]=[N:6][C:7]=1[CH3:8], predict the reactants needed to synthesize it. (5) Given the product [CH3:1][O:2][C:3](=[O:36])[C@@H:4]([NH:14][C:15]([C:17]1[C:18]([CH3:35])=[N:19][C:20]([NH:24][CH2:25]/[CH:26]=[CH:27]\[C:28]2[CH:29]=[CH:30][CH:31]=[CH:32][C:33]=2[OH:39])=[N:21][C:22]=1[CH3:23])=[O:16])[CH2:5][NH:6][C:7]([C:9]1[S:10][CH:11]=[CH:12][CH:13]=1)=[O:8], predict the reactants needed to synthesize it. The reactants are: [CH3:1][O:2][C:3](=[O:36])[C@@H:4]([NH:14][C:15]([C:17]1[C:18]([CH3:35])=[N:19][C:20]([NH:24][CH2:25][C:26]#[C:27][C:28]2[CH:33]=[CH:32][CH:31]=[C:30](O)[CH:29]=2)=[N:21][C:22]=1[CH3:23])=[O:16])[CH2:5][NH:6][C:7]([C:9]1[S:10][CH:11]=[CH:12][CH:13]=1)=[O:8].CC[O:39]C(C)=O.